Dataset: Forward reaction prediction with 1.9M reactions from USPTO patents (1976-2016). Task: Predict the product of the given reaction. (1) Given the reactants [OH:1][C:2]1[CH:7]=[CH:6][C:5]([S:8]([N:11]([CH3:13])[CH3:12])(=[O:10])=[O:9])=[CH:4][CH:3]=1.[C:14]([O:18][C:19]([N:21]1[CH2:26][CH2:25][CH:24]([N:27]2[C:31]3=[N:32][CH:33]=[N:34][C:35](Cl)=[C:30]3[CH:29]=[N:28]2)[CH2:23][CH2:22]1)=[O:20])([CH3:17])([CH3:16])[CH3:15].C(=O)([O-])[O-].[K+].[K+].C(=O)([O-])[O-].[Na+].[Na+], predict the reaction product. The product is: [C:14]([O:18][C:19]([N:21]1[CH2:22][CH2:23][CH:24]([N:27]2[C:31]3=[N:32][CH:33]=[N:34][C:35]([O:1][C:2]4[CH:7]=[CH:6][C:5]([S:8](=[O:10])(=[O:9])[N:11]([CH3:13])[CH3:12])=[CH:4][CH:3]=4)=[C:30]3[CH:29]=[N:28]2)[CH2:25][CH2:26]1)=[O:20])([CH3:17])([CH3:15])[CH3:16]. (2) The product is: [N:6]1([C:11]2[C:19]3[C:14](=[N:15][CH:16]=[C:17]([NH2:20])[CH:18]=3)[NH:13][N:12]=2)[CH:10]=[CH:9][N:8]=[CH:7]1. Given the reactants O.O.Cl[Sn]Cl.[N:6]1([C:11]2[C:19]3[C:14](=[N:15][CH:16]=[C:17]([N+:20]([O-])=O)[CH:18]=3)[NH:13][N:12]=2)[CH:10]=[CH:9][N:8]=[CH:7]1.C(=O)(O)[O-].[Na+], predict the reaction product. (3) Given the reactants [C:1]1([C@@H:7]2[NH:13][CH2:12][C:11]3[CH:14]=[CH:15][C:16]([C:18]([O:20][CH3:21])=[O:19])=[CH:17][C:10]=3[O:9][CH2:8]2)[CH:6]=[CH:5][CH:4]=[CH:3][CH:2]=1.[N:22]1([C:28](Cl)=[O:29])[CH2:27][CH2:26][O:25][CH2:24][CH2:23]1.CCN(CC)CC, predict the reaction product. The product is: [N:22]1([C:28]([N:13]2[CH2:12][C:11]3[CH:14]=[CH:15][C:16]([C:18]([O:20][CH3:21])=[O:19])=[CH:17][C:10]=3[O:9][CH2:8][C@@H:7]2[C:1]2[CH:2]=[CH:3][CH:4]=[CH:5][CH:6]=2)=[O:29])[CH2:27][CH2:26][O:25][CH2:24][CH2:23]1. (4) Given the reactants [H-].[H-].[H-].[H-].[Li+].[Al+3].[CH:7]1([C:12]2[CH:17]=[CH:16][C:15]([C:18]([CH3:25])=[CH:19][C:20](OCC)=[O:21])=[CH:14][CH:13]=2)[CH2:11][CH2:10][CH2:9][CH2:8]1, predict the reaction product. The product is: [CH:7]1([C:12]2[CH:13]=[CH:14][C:15]([C:18]([CH3:25])=[CH:19][CH2:20][OH:21])=[CH:16][CH:17]=2)[CH2:8][CH2:9][CH2:10][CH2:11]1. (5) Given the reactants [OH:1][C:2]1[CH:3]=[C:4]([CH:7]=[CH:8][CH:9]=1)[CH:5]=[O:6].I[CH2:11][CH3:12].C(=O)([O-])[O-].[Cs+].[Cs+], predict the reaction product. The product is: [CH2:11]([O:1][C:2]1[CH:3]=[C:4]([CH:7]=[CH:8][CH:9]=1)[CH:5]=[O:6])[CH3:12].